Dataset: Forward reaction prediction with 1.9M reactions from USPTO patents (1976-2016). Task: Predict the product of the given reaction. (1) Given the reactants [C:1]([OH:8])(=[O:7])/[CH:2]=[CH:3]\[C:4]([OH:6])=[O:5].[CH3:9][O:10][C:11]1[CH:12]=[C:13]2[CH2:22][CH:21]([CH2:23][CH:24]3[CH2:29][CH2:28][N:27]([CH2:30][C:31]4[CH:32]=[CH:33][CH:34]=[CH:35][CH:36]=4)[CH2:26][CH2:25]3)[C:19](=[O:20])[C:14]2=[CH:15][C:16]=1[O:17][CH3:18], predict the reaction product. The product is: [CH3:9][O:10][C:11]1[CH:12]=[C:13]2[CH2:22][CH:21]([CH2:23][CH:24]3[CH2:25][CH2:26][N:27]([CH2:30][C:31]4[CH:36]=[CH:35][CH:34]=[CH:33][CH:32]=4)[CH2:28][CH2:29]3)[C:19](=[O:20])[C:14]2=[CH:15][C:16]=1[O:17][CH3:18].[C:1]([O-:8])(=[O:7])/[CH:2]=[CH:3]\[C:4]([O-:6])=[O:5]. (2) The product is: [C:27](=[O:28])([O:29][CH3:30])[O:23][CH2:22]/[CH:21]=[CH:20]\[CH2:19][N:3]([CH2:1][CH3:2])[C:4](=[O:18])[CH:5]([C:12]1[CH:17]=[CH:16][CH:15]=[CH:14][CH:13]=1)[C:6]1[CH:11]=[CH:10][CH:9]=[CH:8][CH:7]=1. Given the reactants [CH2:1]([N:3]([CH2:19]/[CH:20]=[CH:21]\[CH2:22][OH:23])[C:4](=[O:18])[CH:5]([C:12]1[CH:17]=[CH:16][CH:15]=[CH:14][CH:13]=1)[C:6]1[CH:11]=[CH:10][CH:9]=[CH:8][CH:7]=1)[CH3:2].[NH4+].[Cl-].Cl[C:27]([O:29][CH3:30])=[O:28], predict the reaction product. (3) Given the reactants [Cl:1][C:2]1[CH:3]=[CH:4][C:5]2[O:11][CH2:10][CH:9]3[CH2:12][N:13](C(OC(C)(C)C)=O)[CH2:14][CH2:15][N:8]3[C:7](=[O:23])[C:6]=2[N:24]=1.C(OCC)(=O)C.Cl, predict the reaction product. The product is: [ClH:1].[Cl:1][C:2]1[CH:3]=[CH:4][C:5]2[O:11][CH2:10][CH:9]3[CH2:12][NH:13][CH2:14][CH2:15][N:8]3[C:7](=[O:23])[C:6]=2[N:24]=1. (4) Given the reactants Cl[C:2]1[CH:7]=[C:6]([C:8]2[CH:13]=[CH:12][CH:11]=[CH:10][CH:9]=2)[N:5]=[C:4]([NH:14][C:15](=[O:32])[CH2:16][CH2:17][C:18]([C:20]2[CH:25]=[CH:24][C:23]([O:26][CH2:27][CH3:28])=[C:22]([O:29][CH2:30][CH3:31])[CH:21]=2)=[O:19])[CH:3]=1.C1(C2C=CC=CC=2)C=CC=CC=1P(C1CCCCC1)C1CCCCC1.C(=O)([O-])[O-].[K+].[K+].[F:64][C:65]([F:77])([F:76])[O:66][C:67]1[CH:68]=[C:69](B(O)O)[CH:70]=[CH:71][CH:72]=1, predict the reaction product. The product is: [CH2:30]([O:29][C:22]1[CH:21]=[C:20]([C:18](=[O:19])[CH2:17][CH2:16][C:15]([NH:14][C:4]2[CH:3]=[C:2]([C:69]3[CH:70]=[CH:71][CH:72]=[C:67]([O:66][C:65]([F:64])([F:76])[F:77])[CH:68]=3)[CH:7]=[C:6]([C:8]3[CH:13]=[CH:12][CH:11]=[CH:10][CH:9]=3)[N:5]=2)=[O:32])[CH:25]=[CH:24][C:23]=1[O:26][CH2:27][CH3:28])[CH3:31]. (5) Given the reactants Br[C:2](Br)=[CH:3][C:4]1[C:12]([O:13][CH3:14])=[CH:11][C:10]([CH3:15])=[C:9]2[C:5]=1[CH:6]=[CH:7][N:8]2[C:16]([O:18][C:19]([CH3:22])([CH3:21])[CH3:20])=[O:17].[NH2:24][C:25]1[CH:26]=[C:27]([CH:30]=[CH:31][C:32]=1[NH2:33])[C:28]#[N:29].C1N2CCN(CC2)C1, predict the reaction product. The product is: [C:28]([C:27]1[CH:30]=[CH:31][C:32]2[NH:33][C:2]([CH2:3][C:4]3[C:12]([O:13][CH3:14])=[CH:11][C:10]([CH3:15])=[C:9]4[C:5]=3[CH:6]=[CH:7][N:8]4[C:16]([O:18][C:19]([CH3:22])([CH3:21])[CH3:20])=[O:17])=[N:24][C:25]=2[CH:26]=1)#[N:29]. (6) Given the reactants [N:1]1[CH:6]=[CH:5][CH:4]=[CH:3][C:2]=1[CH2:7][CH2:8][NH:9][CH2:10][C:11]1[CH:16]=[CH:15][CH:14]=[C:13]([CH2:17][CH2:18][O:19][CH:20]2[CH2:25][CH2:24][CH2:23][CH2:22][O:21]2)[CH:12]=1.C(N(CC)C(C)C)(C)C.[C:35](O[C:35]([O:37][C:38]([CH3:41])([CH3:40])[CH3:39])=[O:36])([O:37][C:38]([CH3:41])([CH3:40])[CH3:39])=[O:36], predict the reaction product. The product is: [C:38]([O:37][C:35](=[O:36])[N:9]([CH2:8][CH2:7][C:2]1[CH:3]=[CH:4][CH:5]=[CH:6][N:1]=1)[CH2:10][C:11]1[CH:16]=[CH:15][CH:14]=[C:13]([CH2:17][CH2:18][O:19][CH:20]2[CH2:25][CH2:24][CH2:23][CH2:22][O:21]2)[CH:12]=1)([CH3:41])([CH3:40])[CH3:39].